Dataset: NCI-60 drug combinations with 297,098 pairs across 59 cell lines. Task: Regression. Given two drug SMILES strings and cell line genomic features, predict the synergy score measuring deviation from expected non-interaction effect. (1) Drug 1: C1=CC(=CC=C1CC(C(=O)O)N)N(CCCl)CCCl.Cl. Drug 2: C1C(C(OC1N2C=NC3=C(N=C(N=C32)Cl)N)CO)O. Cell line: HCC-2998. Synergy scores: CSS=20.3, Synergy_ZIP=-2.05, Synergy_Bliss=2.93, Synergy_Loewe=-5.63, Synergy_HSA=1.31. (2) Drug 1: C1CCC(C1)C(CC#N)N2C=C(C=N2)C3=C4C=CNC4=NC=N3. Drug 2: CC1CCC2CC(C(=CC=CC=CC(CC(C(=O)C(C(C(=CC(C(=O)CC(OC(=O)C3CCCCN3C(=O)C(=O)C1(O2)O)C(C)CC4CCC(C(C4)OC)O)C)C)O)OC)C)C)C)OC. Cell line: A498. Synergy scores: CSS=30.0, Synergy_ZIP=4.36, Synergy_Bliss=6.30, Synergy_Loewe=-12.9, Synergy_HSA=6.24. (3) Drug 1: CC(C1=C(C=CC(=C1Cl)F)Cl)OC2=C(N=CC(=C2)C3=CN(N=C3)C4CCNCC4)N. Drug 2: CC1=C(C(=O)C2=C(C1=O)N3CC4C(C3(C2COC(=O)N)OC)N4)N. Cell line: HT29. Synergy scores: CSS=39.4, Synergy_ZIP=0.277, Synergy_Bliss=2.05, Synergy_Loewe=-6.20, Synergy_HSA=2.63.